The task is: Predict the reactants needed to synthesize the given product.. This data is from Full USPTO retrosynthesis dataset with 1.9M reactions from patents (1976-2016). The reactants are: Cl.[CH2:2]([O:4][C:5]([N:7]1[CH2:13][CH2:12][N:11]([O:14][CH3:15])[CH2:10][CH2:9][NH:8]1)=[O:6])[CH3:3].C(N(CC)CC)C.[CH3:23][C:24]1[CH:29]=[CH:28][C:27]([CH3:30])=[CH:26][C:25]=1[CH2:31][C:32](Cl)=[O:33]. Given the product [CH2:2]([O:4][C:5]([N:7]1[CH2:13][CH2:12][N:11]([O:14][CH3:15])[CH2:10][CH2:9][N:8]1[C:32](=[O:33])[CH2:31][C:25]1[CH:26]=[C:27]([CH3:30])[CH:28]=[CH:29][C:24]=1[CH3:23])=[O:6])[CH3:3], predict the reactants needed to synthesize it.